This data is from TCR-epitope binding with 47,182 pairs between 192 epitopes and 23,139 TCRs. The task is: Binary Classification. Given a T-cell receptor sequence (or CDR3 region) and an epitope sequence, predict whether binding occurs between them. (1) The epitope is SFHSLHLLF. The TCR CDR3 sequence is CASSQEARGRSNTGELFF. Result: 0 (the TCR does not bind to the epitope). (2) The epitope is KLSYGIATV. The TCR CDR3 sequence is CASSQVFVDTSTDTQYF. Result: 1 (the TCR binds to the epitope). (3) The epitope is RIFTIGTVTLK. The TCR CDR3 sequence is CASSAQPPVDTGELFF. Result: 0 (the TCR does not bind to the epitope). (4) The epitope is VTIAEILLI. The TCR CDR3 sequence is CASRPPDTGELFF. Result: 0 (the TCR does not bind to the epitope). (5) The epitope is VLWAHGFEL. The TCR CDR3 sequence is CASSLGWGLGNEQFF. Result: 1 (the TCR binds to the epitope).